Regression. Given two drug SMILES strings and cell line genomic features, predict the synergy score measuring deviation from expected non-interaction effect. From a dataset of NCI-60 drug combinations with 297,098 pairs across 59 cell lines. (1) Drug 1: C(=O)(N)NO. Drug 2: CCCCCOC(=O)NC1=NC(=O)N(C=C1F)C2C(C(C(O2)C)O)O. Cell line: HCC-2998. Synergy scores: CSS=2.09, Synergy_ZIP=-0.728, Synergy_Bliss=1.12, Synergy_Loewe=-7.99, Synergy_HSA=-2.53. (2) Drug 2: C1CCC(C(C1)N)N.C(=O)(C(=O)[O-])[O-].[Pt+4]. Cell line: RXF 393. Synergy scores: CSS=-0.793, Synergy_ZIP=0.175, Synergy_Bliss=-1.56, Synergy_Loewe=-3.15, Synergy_HSA=-3.10. Drug 1: C1CN1P(=S)(N2CC2)N3CC3. (3) Drug 1: CC1=C(C=C(C=C1)NC(=O)C2=CC=C(C=C2)CN3CCN(CC3)C)NC4=NC=CC(=N4)C5=CN=CC=C5. Drug 2: C1CN(P(=O)(OC1)NCCCl)CCCl. Cell line: HCT116. Synergy scores: CSS=-7.30, Synergy_ZIP=4.57, Synergy_Bliss=2.72, Synergy_Loewe=-2.56, Synergy_HSA=-4.85. (4) Drug 1: C1=C(C(=O)NC(=O)N1)F. Drug 2: C#CCC(CC1=CN=C2C(=N1)C(=NC(=N2)N)N)C3=CC=C(C=C3)C(=O)NC(CCC(=O)O)C(=O)O. Cell line: TK-10. Synergy scores: CSS=19.9, Synergy_ZIP=3.50, Synergy_Bliss=1.70, Synergy_Loewe=1.16, Synergy_HSA=1.16. (5) Drug 1: CC1=C(C=C(C=C1)NC(=O)C2=CC=C(C=C2)CN3CCN(CC3)C)NC4=NC=CC(=N4)C5=CN=CC=C5. Drug 2: C1CCC(C(C1)N)N.C(=O)(C(=O)[O-])[O-].[Pt+4]. Cell line: U251. Synergy scores: CSS=30.9, Synergy_ZIP=-11.1, Synergy_Bliss=-4.17, Synergy_Loewe=-13.0, Synergy_HSA=-1.83.